This data is from Reaction yield outcomes from USPTO patents with 853,638 reactions. The task is: Predict the reaction yield, written as a fraction of the theoretical maximum amount of product (1.0 means a 100% yield; for example, 0.34 means a 34% yield). (1) The reactants are [F:1][C:2]1[CH:3]=[C:4]([N:8]2[CH2:12][C@H:11]([CH2:13][OH:14])[O:10][C:9]2=[O:15])[CH:5]=[CH:6][CH:7]=1.[I:16]N1C(=O)CCC1=O. The catalyst is FC(F)(F)C(O)=O. The product is [F:1][C:2]1[CH:3]=[C:4]([N:8]2[CH2:12][C@H:11]([CH2:13][OH:14])[O:10][C:9]2=[O:15])[CH:5]=[CH:6][C:7]=1[I:16]. The yield is 0.880. (2) The reactants are [C:1]([C:4]1[CH:27]=[CH:26][C:7]([O:8][CH2:9][C:10]2[CH:25]=[CH:24][C:13]([C:14]([C:16]3[CH:17]=[N:18][CH:19]=[C:20]([CH:23]=3)[C:21]#[N:22])=[O:15])=[CH:12][CH:11]=2)=[C:6]([CH2:28][CH2:29][CH3:30])[C:5]=1[OH:31])(=[O:3])[CH3:2].[N-:32]=[N+:33]=[N-:34].[Na+].Cl.C(N(CC)CC)C. No catalyst specified. The product is [OH:31][C:5]1[C:6]([CH2:28][CH2:29][CH3:30])=[C:7]([O:8][CH2:9][C:10]2[CH:11]=[CH:12][C:13]([C:14]([C:16]3[CH:17]=[N:18][CH:19]=[C:20]([C:21]4[N:32]=[N:33][NH:34][N:22]=4)[CH:23]=3)=[O:15])=[CH:24][CH:25]=2)[CH:26]=[CH:27][C:4]=1[C:1](=[O:3])[CH3:2]. The yield is 0.660.